Dataset: Reaction yield outcomes from USPTO patents with 853,638 reactions. Task: Predict the reaction yield, written as a fraction of the theoretical maximum amount of product (1.0 means a 100% yield; for example, 0.34 means a 34% yield). (1) The catalyst is C(#N)C. The yield is 0.800. The product is [O-:25][S:22]([C:21]([F:27])([F:26])[F:20])(=[O:24])=[O:23].[CH:1]1([C:4]2[S+:12]([C:13]([F:16])([F:14])[F:15])[C:7]3[CH:8]=[CH:9][CH:10]=[CH:11][C:6]=3[CH:5]=2)[CH2:3][CH2:2]1. The reactants are [CH:1]1([C:4]#[C:5][C:6]2[CH:11]=[CH:10][CH:9]=[CH:8][C:7]=2[S:12][C:13]([F:16])([F:15])[F:14])[CH2:3][CH2:2]1.C(Cl)Cl.[F:20][C:21]([F:27])([F:26])[S:22]([OH:25])(=[O:24])=[O:23].CCOCC. (2) The catalyst is CCCCCC.C(OCC)(=O)C. The yield is 0.760. The product is [CH:22]([C:19]1[CH:18]=[CH:17][C:16]([CH:15]2[CH2:14][O:13][C:12]3[C:25]4[CH2:26][CH2:27][CH2:28][CH2:29][C:30]=4[C:9]([NH2:8])=[C:10]([CH3:31])[C:11]2=3)=[CH:21][CH:20]=1)([CH3:24])[CH3:23]. The reactants are C([NH:8][C:9]1[C:30]2[CH2:29][CH2:28][CH2:27][CH2:26][C:25]=2[C:12]2[O:13][CH2:14][CH:15]([C:16]3[CH:21]=[CH:20][C:19]([CH:22]([CH3:24])[CH3:23])=[CH:18][CH:17]=3)[C:11]=2[C:10]=1[CH3:31])C1C=CC=CC=1.